Dataset: Catalyst prediction with 721,799 reactions and 888 catalyst types from USPTO. Task: Predict which catalyst facilitates the given reaction. (1) Reactant: [C:1]([O:5][C:6]([N:8]1[CH2:14][CH2:13][CH2:12][C:11](=[O:15])[CH2:10][CH2:9]1)=[O:7])([CH3:4])([CH3:3])[CH3:2].[BH4-].[Na+]. Product: [C:1]([O:5][C:6]([N:8]1[CH2:14][CH2:13][CH2:12][CH:11]([OH:15])[CH2:10][CH2:9]1)=[O:7])([CH3:4])([CH3:2])[CH3:3]. The catalyst class is: 92. (2) Product: [CH2:19]([CH:16]1[CH:9]([C:10]2[CH:15]=[CH:14][CH:13]=[CH:12][CH:11]=2)[NH:3][N:2]=[CH:17]1)[CH3:20]. Reactant: O.[NH2:2][NH2:3].C(OCC)C.[CH:9](=[C:16]([CH2:19][CH3:20])[CH:17]=O)[C:10]1[CH:15]=[CH:14][CH:13]=[CH:12][CH:11]=1. The catalyst class is: 6. (3) Reactant: [NH:1]1[CH2:7][CH2:6][CH2:5][CH2:4][C@H:3]([NH2:8])[CH2:2]1.[C:9]([O:13][C:14](ON1C(=O)CCC1=O)=[O:15])([CH3:12])([CH3:11])[CH3:10].C1(=O)NC(=O)CC1.C1C=C2C(C(O)(O)C(=O)C2=CC=1)=O.[NH4+].[OH-]. Product: [C:9]([O:13][C:14]([N:1]1[CH2:7][CH2:6][CH2:5][CH2:4][C@H:3]([NH2:8])[CH2:2]1)=[O:15])([CH3:12])([CH3:11])[CH3:10]. The catalyst class is: 61. (4) Reactant: [F:1][C:2]1[C:11]2[C:6](=[CH:7][CH:8]=[CH:9][C:10]=2[F:12])[CH:5]=[CH:4][CH:3]=1.[C:13](Cl)(=[O:16])[CH2:14][CH3:15].[Cl-].[Cl-].[Cl-].[Al+3]. Product: [F:1][C:2]1[C:11]2[C:6](=[CH:7][CH:8]=[CH:9][C:10]=2[F:12])[C:5]([C:13](=[O:16])[CH2:14][CH3:15])=[CH:4][CH:3]=1. The catalyst class is: 2. (5) Reactant: C1(C)C=CC(S(O)(=O)=O)=CC=1.[CH2:12]([N:19]1[CH2:24][CH2:23][CH:22]([CH3:25])[CH:21]([OH:26])[CH2:20]1)[C:13]1[CH:18]=[CH:17][CH:16]=[CH:15][CH:14]=1.C(N(C(C)C)CC)(C)C. Product: [CH2:12]([N:19]1[CH2:24][CH2:23][CH:22]([CH3:25])[C:21](=[O:26])[CH2:20]1)[C:13]1[CH:14]=[CH:15][CH:16]=[CH:17][CH:18]=1. The catalyst class is: 764. (6) Reactant: Br[C:2]1[CH:3]=[C:4]([C:8]2([C:11]([O:13][CH3:14])=[O:12])[CH2:10][CH2:9]2)[CH:5]=[CH:6][CH:7]=1.[CH3:15][C:16]1([CH3:32])[C:20]([CH3:22])([CH3:21])[O:19][B:18]([B:18]2[O:19][C:20]([CH3:22])([CH3:21])[C:16]([CH3:32])([CH3:15])[O:17]2)[O:17]1.C([O-])(=O)C.[K+]. Product: [CH3:15][C:16]1([CH3:32])[C:20]([CH3:22])([CH3:21])[O:19][B:18]([C:2]2[CH:3]=[C:4]([C:8]3([C:11]([O:13][CH3:14])=[O:12])[CH2:10][CH2:9]3)[CH:5]=[CH:6][CH:7]=2)[O:17]1. The catalyst class is: 140. (7) Reactant: [CH3:1][C:2]1[CH:14]=[C:13]([N+]([O-])=O)[C:12](/[CH:18]=[CH:19]/[N:20]2CCCC2)=[CH:11][C:3]=1[O:4][C:5]1[CH:6]=[N:7][CH:8]=[N:9][CH:10]=1. Product: [CH3:1][C:2]1[CH:14]=[C:13]2[C:12]([CH:18]=[CH:19][NH:20]2)=[CH:11][C:3]=1[O:4][C:5]1[CH:10]=[N:9][CH:8]=[N:7][CH:6]=1. The catalyst class is: 19.